Dataset: Catalyst prediction with 721,799 reactions and 888 catalyst types from USPTO. Task: Predict which catalyst facilitates the given reaction. (1) Reactant: [C:1]1([C:7]2[O:11][N:10]=[C:9]([C:12]3[O:16][N:15]=[C:14]4[C:17]5[C:22]([CH2:23][CH2:24][C:13]=34)=[CH:21][C:20]([CH:25]=[O:26])=[CH:19][CH:18]=5)[C:8]=2[C:27]([F:30])([F:29])[F:28])[CH:6]=[CH:5][CH:4]=[CH:3][CH:2]=1.[CH3:31][Mg]Br. Product: [C:1]1([C:7]2[O:11][N:10]=[C:9]([C:12]3[O:16][N:15]=[C:14]4[C:17]5[C:22]([CH2:23][CH2:24][C:13]=34)=[CH:21][C:20]([CH:25]([OH:26])[CH3:31])=[CH:19][CH:18]=5)[C:8]=2[C:27]([F:28])([F:29])[F:30])[CH:2]=[CH:3][CH:4]=[CH:5][CH:6]=1. The catalyst class is: 1. (2) Reactant: O[CH2:2][C:3]1[NH:12][C:11](=[O:13])[C:10]2[C:9]([C:14]([O:16][CH3:17])=[O:15])=[CH:8][CH:7]=[CH:6][C:5]=2[N:4]=1.[CH3:18][CH2:19][N:20](CC)[CH2:21][CH3:22].C1(C)C=CC(S(Cl)(=O)=O)=CC=1.N1CCCC1. Product: [O:13]=[C:11]1[C:10]2[C:9]([C:14]([O:16][CH3:17])=[O:15])=[CH:8][CH:7]=[CH:6][C:5]=2[N:4]=[C:3]([CH2:2][N:20]2[CH2:21][CH2:22][CH2:18][CH2:19]2)[NH:12]1. The catalyst class is: 497.